Task: Regression/Classification. Given a drug SMILES string, predict its absorption, distribution, metabolism, or excretion properties. Task type varies by dataset: regression for continuous measurements (e.g., permeability, clearance, half-life) or binary classification for categorical outcomes (e.g., BBB penetration, CYP inhibition). Dataset: cyp2c9_veith.. Dataset: CYP2C9 inhibition data for predicting drug metabolism from PubChem BioAssay (1) The molecule is COc1ccc(CNc2nc(-c3cccc(NS(C)(=O)=O)c3)nc3ccccc23)c(OC)c1. The result is 1 (inhibitor). (2) The compound is COc1cccc(-c2nccc(NCc3cccnc3)n2)c1. The result is 0 (non-inhibitor).